This data is from Full USPTO retrosynthesis dataset with 1.9M reactions from patents (1976-2016). The task is: Predict the reactants needed to synthesize the given product. (1) Given the product [O:34]1[C:38]2[CH:39]=[CH:40][C:41]([C:43]3([CH3:50])[NH:47][C:46](=[O:48])[N:45]([CH2:2][C:3]([N:5]4[CH2:10][CH2:9][N:8]([C:11]5[CH:16]=[CH:15][C:14]([C:17]([OH:26])([C:18]([F:19])([F:21])[F:20])[C:22]([F:24])([F:25])[F:23])=[CH:13][C:12]=5[CH2:30][CH2:31][CH3:32])[CH2:7][C@@H:6]4[CH3:33])=[O:4])[C:44]3=[O:49])=[CH:42][C:37]=2[CH2:36][CH2:35]1, predict the reactants needed to synthesize it. The reactants are: Br[CH2:2][C:3]([N:5]1[CH2:10][CH2:9][N:8]([C:11]2[CH:16]=[CH:15][C:14]([C:17]([O:26]COC)([C:22]([F:25])([F:24])[F:23])[C:18]([F:21])([F:20])[F:19])=[CH:13][C:12]=2[CH2:30][CH2:31][CH3:32])[CH2:7][C@@H:6]1[CH3:33])=[O:4].[O:34]1[C:38]2[CH:39]=[CH:40][C:41]([C:43]3([CH3:50])[NH:47][C:46](=[O:48])[NH:45][C:44]3=[O:49])=[CH:42][C:37]=2[CH2:36][CH2:35]1. (2) Given the product [Br-:24].[N:31]1[CH:32]=[CH:33][CH:34]=[C:29]([NH:28][C:26]([CH2:25][N+:1]23[CH2:6][CH2:5][CH:4]([CH2:7][CH2:8]2)[C@@H:3]([O:9][C:10]([C:12]2([C:19]4[S:20][CH:21]=[CH:22][CH:23]=4)[CH2:18][CH2:17][CH2:16][CH2:15][CH2:14][CH2:13]2)=[O:11])[CH2:2]3)=[O:27])[N:30]=1, predict the reactants needed to synthesize it. The reactants are: [N:1]12[CH2:8][CH2:7][CH:4]([CH2:5][CH2:6]1)[C@@H:3]([O:9][C:10]([C:12]1([C:19]3[S:20][CH:21]=[CH:22][CH:23]=3)[CH2:18][CH2:17][CH2:16][CH2:15][CH2:14][CH2:13]1)=[O:11])[CH2:2]2.[Br:24][CH2:25][C:26]([NH:28][C:29]1[N:30]=[N:31][CH:32]=[CH:33][CH:34]=1)=[O:27].C(OCC)(=O)C.CCCC(C)C. (3) Given the product [Br:1][C:2]1[CH:10]=[C:9]2[C:5]([CH2:6][C:7]3([CH2:16][CH2:15][CH:14]([NH:21][CH2:20][C:19]([F:23])([F:22])[F:18])[CH2:13][CH2:12]3)[C:8]2=[O:11])=[CH:4][CH:3]=1, predict the reactants needed to synthesize it. The reactants are: [Br:1][C:2]1[CH:10]=[C:9]2[C:5]([CH2:6][C:7]3([CH2:16][CH2:15][C:14](=O)[CH2:13][CH2:12]3)[C:8]2=[O:11])=[CH:4][CH:3]=1.[F:18][C:19]([F:23])([F:22])[CH2:20][NH2:21].CC(O)=O.[BH-](OC(C)=O)(OC(C)=O)OC(C)=O.[Na+]. (4) The reactants are: [Br:1][C:2]1[N:6]2[CH:7]=[C:8]([C:11]3[CH:19]=[CH:18][C:14]([C:15]([OH:17])=O)=[CH:13][CH:12]=3)[N:9]=[CH:10][C:5]2=[N:4][CH:3]=1.C[N:21]1[CH2:26][CH2:25][O:24][CH2:23][CH2:22]1.CN(C(ON1N=NC2C=CC=NC1=2)=[N+](C)C)C.F[P-](F)(F)(F)(F)F.N1CCOCC1. Given the product [Br:1][C:2]1[N:6]2[CH:7]=[C:8]([C:11]3[CH:12]=[CH:13][C:14]([C:15]([N:21]4[CH2:26][CH2:25][O:24][CH2:23][CH2:22]4)=[O:17])=[CH:18][CH:19]=3)[N:9]=[CH:10][C:5]2=[N:4][CH:3]=1, predict the reactants needed to synthesize it. (5) Given the product [Cl:1][C:2]1[CH:7]=[CH:6][C:5]([NH:8][C:9](=[O:10])[C:11]2[CH:19]=[CH:18][C:14]([C:15]([NH:34][C:31]3[CH:30]=[N:29][C:28]([O:27][CH3:26])=[CH:33][CH:32]=3)=[O:16])=[CH:13][CH:12]=2)=[CH:4][C:3]=1[C:20]1[CH:25]=[CH:24][CH:23]=[CH:22][N:21]=1, predict the reactants needed to synthesize it. The reactants are: [Cl:1][C:2]1[CH:7]=[CH:6][C:5]([NH:8][C:9]([C:11]2[CH:19]=[CH:18][C:14]([C:15](O)=[O:16])=[CH:13][CH:12]=2)=[O:10])=[CH:4][C:3]=1[C:20]1[CH:25]=[CH:24][CH:23]=[CH:22][N:21]=1.[CH3:26][O:27][C:28]1[CH:33]=[CH:32][C:31]([NH2:34])=[CH:30][N:29]=1.